From a dataset of Catalyst prediction with 721,799 reactions and 888 catalyst types from USPTO. Predict which catalyst facilitates the given reaction. Reactant: [CH2:1]([NH:3][CH2:4][CH3:5])[CH3:2].[Cl:6][C:7]1[CH:12]=[C:11]([N+:13]([O-:15])=[O:14])[CH:10]=[CH:9][C:8]=1[CH2:16][C:17](Cl)=[O:18]. Product: [Cl:6][C:7]1[CH:12]=[C:11]([N+:13]([O-:15])=[O:14])[CH:10]=[CH:9][C:8]=1[CH2:16][C:17]([N:3]([CH2:4][CH3:5])[CH2:1][CH3:2])=[O:18]. The catalyst class is: 13.